Dataset: Forward reaction prediction with 1.9M reactions from USPTO patents (1976-2016). Task: Predict the product of the given reaction. (1) Given the reactants S(=O)(=O)(O)O.[CH3:6][C@H:7]1[CH2:12][N:11](S(C2C=CC(C)=CC=2)(=O)=O)[C:10]2[CH:23]=[C:24]([C:27]3[CH:32]=[CH:31][C:30]([S:33]([CH3:36])(=[O:35])=[O:34])=[CH:29][CH:28]=3)[N:25]=[CH:26][C:9]=2[N:8]1[C:37](=[O:39])[CH3:38].[OH-].[Na+], predict the reaction product. The product is: [CH3:6][C@H:7]1[CH2:12][NH:11][C:10]2[CH:23]=[C:24]([C:27]3[CH:28]=[CH:29][C:30]([S:33]([CH3:36])(=[O:35])=[O:34])=[CH:31][CH:32]=3)[N:25]=[CH:26][C:9]=2[N:8]1[C:37](=[O:39])[CH3:38]. (2) Given the reactants [OH-].[K+].[CH2:3]([S:5]([C:8]1[CH:9]=[C:10]2[C:15](=[CH:16][C:17]=1[O:18][CH3:19])[N:14]=[C:13]([C:20]1[CH:25]=[CH:24][CH:23]=[C:22]([C:26]([F:29])([F:28])[F:27])[CH:21]=1)[C:12]([CH2:30][N:31]1[CH2:36][CH2:35][CH:34]([N:37]3[CH2:42][CH2:41][O:40][CH2:39][CH2:38]3)[CH2:33][CH2:32]1)=[C:11]2[C:43]([O:45]C)=[O:44])(=[O:7])=[O:6])[CH3:4].[K], predict the reaction product. The product is: [CH2:3]([S:5]([C:8]1[CH:9]=[C:10]2[C:15](=[CH:16][C:17]=1[O:18][CH3:19])[N:14]=[C:13]([C:20]1[CH:25]=[CH:24][CH:23]=[C:22]([C:26]([F:29])([F:28])[F:27])[CH:21]=1)[C:12]([CH2:30][N:31]1[CH2:36][CH2:35][CH:34]([N:37]3[CH2:38][CH2:39][O:40][CH2:41][CH2:42]3)[CH2:33][CH2:32]1)=[C:11]2[C:43]([OH:45])=[O:44])(=[O:7])=[O:6])[CH3:4]. (3) Given the reactants C(OC(=O)[NH:7][C:8]1([C:11]2[CH:16]=[CH:15][N:14]=[C:13]([Br:17])[CH:12]=2)[CH2:10][CH2:9]1)(C)(C)C.[F:19][C:20]([F:25])([F:24])[C:21]([OH:23])=[O:22], predict the reaction product. The product is: [F:19][C:20]([F:25])([F:24])[C:21]([OH:23])=[O:22].[Br:17][C:13]1[CH:12]=[C:11]([C:8]2([NH2:7])[CH2:9][CH2:10]2)[CH:16]=[CH:15][N:14]=1. (4) Given the reactants Cl[C:2]1[C:7]([Cl:8])=[CH:6][N:5]=[CH:4][N:3]=1.[N:9]1([C:15]([O:17][C:18]([CH3:21])([CH3:20])[CH3:19])=[O:16])[CH2:14][CH2:13][NH:12][CH2:11][CH2:10]1, predict the reaction product. The product is: [C:18]([O:17][C:15]([N:9]1[CH2:14][CH2:13][N:12]([C:2]2[C:7]([Cl:8])=[CH:6][N:5]=[CH:4][N:3]=2)[CH2:11][CH2:10]1)=[O:16])([CH3:21])([CH3:19])[CH3:20]. (5) Given the reactants [CH:1]1([C:6]2[C:10]([C:11](OCC)=[O:12])=[C:9]([CH:16]3[CH2:20][CH2:19][CH2:18][CH2:17]3)[O:8][N:7]=2)[CH2:5][CH2:4][CH2:3][CH2:2]1.[H-].C([Al+]CC(C)C)C(C)C.C1(C)C=CC=CC=1.[C@H](O)(C([O-])=O)[C@@H](O)C([O-])=O.[Na+].[K+], predict the reaction product. The product is: [CH:1]1([C:6]2[C:10]([CH2:11][OH:12])=[C:9]([CH:16]3[CH2:17][CH2:18][CH2:19][CH2:20]3)[O:8][N:7]=2)[CH2:5][CH2:4][CH2:3][CH2:2]1. (6) Given the reactants [C:1]([O:5][CH2:6][CH2:7][NH:8][C:9]1[N:17]=[CH:16][C:15]([Cl:18])=[CH:14][C:10]=1[C:11]([OH:13])=O)([CH3:4])([CH3:3])[CH3:2].[CH3:19][C:20]([NH2:24])([C:22]#[CH:23])[CH3:21].C1C=CC2N(O)N=NC=2C=1.CCN=C=NCCCN(C)C.CCN(C(C)C)C(C)C, predict the reaction product. The product is: [C:1]([O:5][CH2:6][CH2:7][NH:8][C:9]1[N:17]=[CH:16][C:15]([Cl:18])=[CH:14][C:10]=1[C:11]([NH:24][C:20]([CH3:21])([C:22]#[CH:23])[CH3:19])=[O:13])([CH3:2])([CH3:3])[CH3:4]. (7) Given the reactants [O:1]=[C:2]1[CH2:5][CH:4]([CH2:6][CH2:7][C:8]([OH:10])=O)[CH2:3]1.[C:11]([C:15]1[CH:21]=[CH:20][C:18]([NH2:19])=[C:17]([N+:22]([O-:24])=[O:23])[CH:16]=1)([CH3:14])([CH3:13])[CH3:12], predict the reaction product. The product is: [C:11]([C:15]1[CH:21]=[CH:20][C:18]([NH:19][C:8](=[O:10])[CH2:7][CH2:6][CH:4]2[CH2:3][C:2](=[O:1])[CH2:5]2)=[C:17]([N+:22]([O-:24])=[O:23])[CH:16]=1)([CH3:14])([CH3:12])[CH3:13]. (8) Given the reactants [Cl:1][C:2]1[CH:8]=[CH:7][CH:6]=[C:5]([CH3:9])[C:3]=1[NH2:4].CO[C:12]1[CH2:17][CH:16]=[C:15]([CH2:18][CH3:19])[CH2:14][CH:13]=1.II, predict the reaction product. The product is: [Cl:1][C:2]1[CH:8]=[CH:7][CH:6]=[C:5]([CH3:9])[C:3]=1[NH:4][C:12]1[CH:17]=[CH:16][C:15]([CH2:18][CH3:19])=[CH:14][CH:13]=1.